From a dataset of Reaction yield outcomes from USPTO patents with 853,638 reactions. Predict the reaction yield, written as a fraction of the theoretical maximum amount of product (1.0 means a 100% yield; for example, 0.34 means a 34% yield). (1) The reactants are [Br:1][C:2]1[C:3]([F:12])=[C:4]2[C:10]([NH2:11])=[CH:9][NH:8][C:5]2=[N:6][CH:7]=1.[CH3:13][C:14]1[N:15]=[CH:16][C:17]([C:20](O)=[O:21])=[N:18][CH:19]=1.C1N(P(Cl)(N2C(=O)OCC2)=O)C(=O)OC1.C(N(CC)CC)C. The catalyst is C(Cl)Cl. The product is [Br:1][C:2]1[C:3]([F:12])=[C:4]2[C:10]([NH:11][C:20]([C:17]3[CH:16]=[N:15][C:14]([CH3:13])=[CH:19][N:18]=3)=[O:21])=[CH:9][NH:8][C:5]2=[N:6][CH:7]=1. The yield is 0.610. (2) The reactants are [F:1][C:2]1[CH:7]=[CH:6][CH:5]=[C:4]([F:8])[C:3]=1[N:9]1[C:14]2[N:15]=[C:16]([S:29][CH3:30])[N:17]=[C:18]([C:19]3[CH:20]=[C:21]([CH:25]=[CH:26][C:27]=3[CH3:28])[C:22](O)=[O:23])[C:13]=2[CH:12]=[CH:11][C:10]1=[O:31].[C:32]1([CH2:38][CH2:39][NH2:40])[CH:37]=[CH:36][CH:35]=[CH:34][CH:33]=1.C(Cl)CCl.C1C=CC2N([OH:54])N=NC=2C=1.CCN(CC)CC. The catalyst is ClCCl. The product is [F:8][C:4]1[CH:5]=[CH:6][CH:7]=[C:2]([F:1])[C:3]=1[N:9]1[C:14]2[N:15]=[C:16]([S:29]([CH3:30])=[O:54])[N:17]=[C:18]([C:19]3[CH:20]=[C:21]([CH:25]=[CH:26][C:27]=3[CH3:28])[C:22]([NH:40][CH2:39][CH2:38][C:32]3[CH:37]=[CH:36][CH:35]=[CH:34][CH:33]=3)=[O:23])[C:13]=2[CH:12]=[CH:11][C:10]1=[O:31]. The yield is 0.740. (3) The yield is 0.290. The catalyst is C1COCC1.O.CO. The reactants are [C:1]([O:5][C:6]([N:8](C(OC(C)(C)C)=O)[C:9]1[O:17][C:16]2[C:11](=[N:12][CH:13]=[C:14]([C:18]3[CH:19]=[N:20][CH:21]=[N:22][CH:23]=3)[CH:15]=2)[C:10]=1[C:24]([O:26]C)=[O:25])=[O:7])([CH3:4])([CH3:3])[CH3:2].O[Li].O. The product is [C:1]([O:5][C:6]([NH:8][C:9]1[O:17][C:16]2[C:11](=[N:12][CH:13]=[C:14]([C:18]3[CH:23]=[N:22][CH:21]=[N:20][CH:19]=3)[CH:15]=2)[C:10]=1[C:24]([OH:26])=[O:25])=[O:7])([CH3:4])([CH3:2])[CH3:3]. (4) The reactants are [CH:1]1[C:10]2[C:5](=[CH:6][CH:7]=[CH:8][CH:9]=2)[CH:4]=[CH:3][C:2]=1[CH2:11][OH:12].Cl[C:14]1[N:15]=[C:16]([OH:24])[C:17]2[CH:23]=[CH:22][N:21]=[CH:20][C:18]=2[N:19]=1. No catalyst specified. The product is [CH:1]1[C:10]2[C:5](=[CH:6][CH:7]=[CH:8][CH:9]=2)[CH:4]=[CH:3][C:2]=1[CH2:11][O:12][C:14]1[N:15]=[C:16]([OH:24])[C:17]2[CH:23]=[CH:22][N:21]=[CH:20][C:18]=2[N:19]=1. The yield is 0.200.